This data is from Reaction yield outcomes from USPTO patents with 853,638 reactions. The task is: Predict the reaction yield, written as a fraction of the theoretical maximum amount of product (1.0 means a 100% yield; for example, 0.34 means a 34% yield). (1) The reactants are [CH:1]([N:5]1[CH2:9][CH2:8][CH2:7][C:6]1=[O:10])=[CH:2][CH2:3][CH3:4].[C:11](OC)(=[O:18])[C:12]1[CH:17]=[CH:16][CH:15]=[N:14][CH:13]=1. The catalyst is CN(C)C=O. The product is [CH:1]([N:5]1[CH2:9][CH2:8][CH:7]([C:11](=[O:18])[C:12]2[CH:17]=[CH:16][CH:15]=[N:14][CH:13]=2)[C:6]1=[O:10])=[CH:2][CH2:3][CH3:4]. The yield is 0.940. (2) The reactants are [CH3:1][C:2]1([CH3:29])[C:22]2[C:9](=[CH:10][C:11]3[CH:12]=[C:13]4[C:18](=[C:19]([C:23]5[CH:28]=[CH:27][CH:26]=[CH:25][CH:24]=5)[C:20]=3[CH:21]=2)[CH:17]=[CH:16][CH:15]=[CH:14]4)[C:8]2[C:3]1=[CH:4][CH:5]=[CH:6][CH:7]=2.[Br:30]N1C(=O)CCC1=O. The catalyst is C(Cl)(Cl)(Cl)Cl. The product is [Br:30][C:12]1[C:11]2[CH:10]=[C:9]3[C:8]4[C:3]([C:2]([CH3:29])([CH3:1])[C:22]3=[CH:21][C:20]=2[C:19]([C:23]2[CH:28]=[CH:27][CH:26]=[CH:25][CH:24]=2)=[C:18]2[C:13]=1[CH:14]=[CH:15][CH:16]=[CH:17]2)=[CH:4][CH:5]=[CH:6][CH:7]=4. The yield is 0.680.